This data is from Peptide-MHC class II binding affinity with 134,281 pairs from IEDB. The task is: Regression. Given a peptide amino acid sequence and an MHC pseudo amino acid sequence, predict their binding affinity value. This is MHC class II binding data. (1) The peptide sequence is YANYRDIDLGRNEVV. The MHC is HLA-DPA10103-DPB10301 with pseudo-sequence HLA-DPA10103-DPB10301. The binding affinity (normalized) is 0.108. (2) The peptide sequence is GGESFGIVVAWKVRL. The MHC is DRB5_0101 with pseudo-sequence DRB5_0101. The binding affinity (normalized) is 0.662. (3) The peptide sequence is TEYIMKGVYINTALL. The MHC is DRB4_0101 with pseudo-sequence DRB4_0103. The binding affinity (normalized) is 0.328.